Predict the reactants needed to synthesize the given product. From a dataset of Full USPTO retrosynthesis dataset with 1.9M reactions from patents (1976-2016). Given the product [F:1][C:2]1[CH:7]=[CH:6][C:5]([O:8][CH3:9])=[CH:4][C:3]=1[C:10]1[C:11]([OH:17])=[CH:12][C:13]([O:16][Si:24]([CH:31]([CH3:33])[CH3:32])([CH:28]([CH3:30])[CH3:29])[CH:25]([CH3:27])[CH3:26])=[CH:14][CH:15]=1, predict the reactants needed to synthesize it. The reactants are: [F:1][C:2]1[CH:7]=[CH:6][C:5]([O:8][CH3:9])=[CH:4][C:3]=1[C:10]1[C:11]([OH:17])=[CH:12][C:13]([OH:16])=[CH:14][CH:15]=1.FC(F)(F)S(O[Si:24]([CH:31]([CH3:33])[CH3:32])([CH:28]([CH3:30])[CH3:29])[CH:25]([CH3:27])[CH3:26])(=O)=O.CC1C=CC=C(C)N=1.[Cl-].[NH4+].